This data is from Full USPTO retrosynthesis dataset with 1.9M reactions from patents (1976-2016). The task is: Predict the reactants needed to synthesize the given product. (1) Given the product [F:44][C:45]1[CH:46]=[C:47]([S:52]([O:1][C:2]2[C:10]([O:11][CH3:12])=[CH:9][C:8]([C:13]3[N:14]([C:29]([O:31][C:32]([CH3:33])([CH3:35])[CH3:34])=[O:30])[C:15]4[C:20]([CH:21]=3)=[CH:19][C:18]([CH2:22][N:23]3[CH2:28][CH2:27][CH2:26][CH2:25][CH2:24]3)=[CH:17][CH:16]=4)=[C:7]3[C:3]=2[CH2:4][NH:5][C:6]3=[O:36])(=[O:54])=[O:53])[CH:48]=[CH:49][C:50]=1[CH3:51], predict the reactants needed to synthesize it. The reactants are: [OH:1][C:2]1[C:10]([O:11][CH3:12])=[CH:9][C:8]([C:13]2[N:14]([C:29]([O:31][C:32]([CH3:35])([CH3:34])[CH3:33])=[O:30])[C:15]3[C:20]([CH:21]=2)=[CH:19][C:18]([CH2:22][N:23]2[CH2:28][CH2:27][CH2:26][CH2:25][CH2:24]2)=[CH:17][CH:16]=3)=[C:7]2[C:3]=1[CH2:4][NH:5][C:6]2=[O:36].C(N(CC)CC)C.[F:44][C:45]1[CH:46]=[C:47]([S:52](Cl)(=[O:54])=[O:53])[CH:48]=[CH:49][C:50]=1[CH3:51]. (2) Given the product [CH2:39]1[C:40]2([CH2:46][CH2:45][NH:44][CH2:43]2)[CH2:41][CH2:42][N:38]1[C:2]1[CH:3]=[C:4]([C:8]2[N:9]=[C:10]3[C:16]([C:17](=[O:22])[C:18]([CH3:20])([CH3:19])[CH3:21])=[CH:15][NH:14][C:11]3=[N:12][CH:13]=2)[CH:5]=[CH:6][CH:7]=1, predict the reactants needed to synthesize it. The reactants are: I[C:2]1[CH:3]=[C:4]([C:8]2[N:9]=[C:10]3[C:16]([C:17](=[O:22])[C:18]([CH3:21])([CH3:20])[CH3:19])=[CH:15][N:14](COCC[Si](C)(C)C)[C:11]3=[N:12][CH:13]=2)[CH:5]=[CH:6][CH:7]=1.C(OC([N:38]1[CH2:42][CH2:41][C:40]2([CH2:46][CH2:45][NH:44][CH2:43]2)[CH2:39]1)=O)(C)(C)C. (3) Given the product [CH3:1][O:2][C:3]([C:4]1([CH3:17])[CH2:5][C:6]2[C:14]3[C:9](=[CH:10][CH:11]=[C:12]([O:15][CH3:16])[CH:13]=3)[NH:8][C:7]=2[CH:20]([C:21]2[CH:26]=[CH:25][CH:24]=[CH:23][CH:22]=2)[NH:18]1)=[O:19], predict the reactants needed to synthesize it. The reactants are: [CH3:1][O:2][C:3](=[O:19])[C:4]([NH2:18])([CH3:17])[CH2:5][C:6]1[C:14]2[C:9](=[CH:10][CH:11]=[C:12]([O:15][CH3:16])[CH:13]=2)[NH:8][CH:7]=1.[CH:20](=O)[C:21]1[CH:26]=[CH:25][CH:24]=[CH:23][CH:22]=1.FC(F)(F)C(O)=O.C(=O)([O-])O.[Na+].